This data is from Catalyst prediction with 721,799 reactions and 888 catalyst types from USPTO. The task is: Predict which catalyst facilitates the given reaction. (1) Reactant: [CH3:1][S:2]([CH2:5][C:6]([O:8][CH3:9])=[O:7])(=[O:4])=[O:3].[H-].[Na+].Cl[C:13]1[CH:18]=[CH:17][N:16]=[C:15]([S:19][CH3:20])[N:14]=1.Cl. Product: [CH3:1][S:2]([CH:5]([C:13]1[CH:18]=[CH:17][N:16]=[C:15]([S:19][CH3:20])[N:14]=1)[C:6]([O:8][CH3:9])=[O:7])(=[O:4])=[O:3]. The catalyst class is: 3. (2) Reactant: [F:1][C:2]1[C:3]([NH:29][C@H:30]2[CH2:35][CH2:34][CH2:33][C@@H:32]([NH2:36])[CH2:31]2)=[N:4][C:5]([C:9]2[C:17]3[C:12](=[N:13][CH:14]=[C:15]([F:18])[CH:16]=3)[N:11]([S:19]([C:22]3[CH:27]=[CH:26][C:25]([CH3:28])=[CH:24][CH:23]=3)(=[O:21])=[O:20])[CH:10]=2)=[C:6]([F:8])[CH:7]=1.[CH:37]([N:40]([CH2:44][CH3:45])[CH:41]([CH3:43])C)(C)C.C(C1NC=CN=1)(C1NC=CN=1)=[O:47].N1CCCC1. Product: [F:1][C:2]1[C:3]([NH:29][C@H:30]2[CH2:35][CH2:34][CH2:33][C@@H:32]([NH:36][C:37]([N:40]3[CH2:41][CH2:43][CH2:45][CH2:44]3)=[O:47])[CH2:31]2)=[N:4][C:5]([C:9]2[C:17]3[C:12](=[N:13][CH:14]=[C:15]([F:18])[CH:16]=3)[N:11]([S:19]([C:22]3[CH:23]=[CH:24][C:25]([CH3:28])=[CH:26][CH:27]=3)(=[O:20])=[O:21])[CH:10]=2)=[C:6]([F:8])[CH:7]=1. The catalyst class is: 3. (3) Reactant: Cl[C:2]1[N:7]=[C:6]([NH:8][C@H:9]2[CH2:14][CH2:13][C@H:12]([NH:15][C:16](=[O:22])[O:17][C:18]([CH3:21])([CH3:20])[CH3:19])[CH2:11][CH2:10]2)[C:5]([F:23])=[CH:4][C:3]=1[C:24]#[N:25].[CH3:26][NH2:27]. Product: [F:23][C:5]1[C:6]([NH:8][C@H:9]2[CH2:14][CH2:13][C@H:12]([NH:15][C:16](=[O:22])[O:17][C:18]([CH3:21])([CH3:20])[CH3:19])[CH2:11][CH2:10]2)=[N:7][C:2]([NH:27][CH3:26])=[C:3]([C:24]#[N:25])[CH:4]=1. The catalyst class is: 7. (4) Reactant: [O:1]=[C:2]([N:12]1[CH2:17][CH2:16][N:15]([C:18](=[O:30])[CH2:19][N:20]2[C:24](=[O:25])[C:23]3[CH:26]=[CH:27][CH:28]=[CH:29][C:22]=3[S:21]2)[CH2:14][CH2:13]1)[CH2:3][NH:4]C(=O)OC(C)(C)C.C(O)(C(F)(F)F)=O. Product: [NH2:4][CH2:3][C:2]([N:12]1[CH2:17][CH2:16][N:15]([C:18](=[O:30])[CH2:19][N:20]2[C:24](=[O:25])[C:23]3[CH:26]=[CH:27][CH:28]=[CH:29][C:22]=3[S:21]2)[CH2:14][CH2:13]1)=[O:1]. The catalyst class is: 2. (5) Reactant: [CH3:1][S:2]([CH2:5][CH2:6][N:7]1[C:11]2[CH:12]=[CH:13][C:14]([C:16]([OH:18])=O)=[CH:15][C:10]=2[N:9]=[CH:8]1)(=[O:4])=[O:3].C1C=CC2N(O)N=NC=2C=1.CCN(C(C)C)C(C)C.[NH2:38][CH:39]1[CH:46]2[CH2:47][C:42]3([OH:49])[CH2:43][CH:44]([CH2:48][CH:40]1[CH2:41]3)[CH2:45]2.CCN=C=NCCCN(C)C.Cl.N#N. Product: [OH:49][C:42]12[CH2:47][CH:46]3[CH2:45][CH:44]([CH2:48][CH:40]([CH:39]3[NH:38][C:16]([C:14]3[CH:13]=[CH:12][C:11]4[N:7]([CH2:6][CH2:5][S:2]([CH3:1])(=[O:3])=[O:4])[CH:8]=[N:9][C:10]=4[CH:15]=3)=[O:18])[CH2:41]1)[CH2:43]2. The catalyst class is: 18. (6) Reactant: N[C:2]1[CH:3]=[CH:4][C:5]([CH2:8][C:9]([O:11][CH3:12])=[O:10])=[N:6][CH:7]=1.[CH2:13]=O.[BH3-][C:16]#[N:17].[Na+]. Product: [CH3:13][N:17]([CH3:16])[C:2]1[CH:3]=[CH:4][C:5]([CH2:8][C:9]([O:11][CH3:12])=[O:10])=[N:6][CH:7]=1. The catalyst class is: 467. (7) Reactant: [C:1]([O:5][C:6]([N:8]1[CH2:13][CH2:12][CH:11]([C:14]([O:16][CH2:17][C:18]2[CH:23]=[CH:22][CH:21]=[CH:20][CH:19]=2)=[O:15])[CH2:10][CH2:9]1)=[O:7])([CH3:4])([CH3:3])[CH3:2].C([N-]C(C)C)(C)C.[Li+].[CH3:32][O:33][C:34](=[O:43])[C:35]1[CH:40]=[CH:39][C:38]([CH2:41]Br)=[CH:37][CH:36]=1.C(OCC)(=O)C. Product: [C:1]([O:5][C:6]([N:8]1[CH2:13][CH2:12][C:11]([CH2:41][C:38]2[CH:37]=[CH:36][C:35]([C:34]([O:33][CH3:32])=[O:43])=[CH:40][CH:39]=2)([C:14]([O:16][CH2:17][C:18]2[CH:23]=[CH:22][CH:21]=[CH:20][CH:19]=2)=[O:15])[CH2:10][CH2:9]1)=[O:7])([CH3:4])([CH3:2])[CH3:3]. The catalyst class is: 1.